This data is from Forward reaction prediction with 1.9M reactions from USPTO patents (1976-2016). The task is: Predict the product of the given reaction. (1) Given the reactants [N+:1]([C:4]1[CH:9]=[CH:8][CH:7]=[CH:6][C:5]=1[NH:10][C:11]1[CH:12]=[C:13]([CH:23]=[CH:24][CH:25]=1)[CH2:14][NH:15][C:16](=[O:22])[O:17][C:18]([CH3:21])([CH3:20])[CH3:19])([O-])=O, predict the reaction product. The product is: [NH2:1][C:4]1[CH:9]=[CH:8][CH:7]=[CH:6][C:5]=1[NH:10][C:11]1[CH:12]=[C:13]([CH:23]=[CH:24][CH:25]=1)[CH2:14][NH:15][C:16](=[O:22])[O:17][C:18]([CH3:20])([CH3:21])[CH3:19]. (2) Given the reactants [CH3:1][O:2][C:3]1[CH:8]=[CH:7][CH:6]=[CH:5][C:4]=1[NH:9][C:10](=[O:15])[C:11]([CH3:14])([CH3:13])[CH3:12].CN(CCN(C)C)C.[Li]CCCC.[ClH:29], predict the reaction product. The product is: [Cl:29][C:5]1[CH:6]=[CH:7][CH:8]=[C:3]([O:2][CH3:1])[C:4]=1[NH:9][C:10](=[O:15])[C:11]([CH3:12])([CH3:14])[CH3:13]. (3) Given the reactants [Br:1][C:2]1[CH:3]=[C:4]([C:8]2[CH:12]=[C:11]([C:13]([O:15]C)=O)[N:10]([CH2:17][C:18](=O)[CH3:19])[N:9]=2)[CH:5]=[CH:6][CH:7]=1.C(OP([CH2:29][C:30]([O:32][C:33]([CH3:36])([CH3:35])[CH3:34])=[O:31])(OCC)=O)C.CC([O-])(C)C.[K+], predict the reaction product. The product is: [Br:1][C:2]1[CH:3]=[C:4]([C:8]2[CH:12]=[C:11]3[C:13]([OH:15])=[C:29]([C:30]([O:32][C:33]([CH3:36])([CH3:35])[CH3:34])=[O:31])[C:18]([CH3:19])=[CH:17][N:10]3[N:9]=2)[CH:5]=[CH:6][CH:7]=1. (4) Given the reactants [CH3:1][C:2]([CH3:21])([CH3:20])[C@H:3]([NH:9][C:10](=[O:19])[O:11][CH2:12][C:13]1[CH:18]=[CH:17][CH:16]=[CH:15][CH:14]=1)[C:4]1[N:5]=[N:6][NH:7][N:8]=1.[C:22](=O)([O-])[O-].[K+].[K+].CI, predict the reaction product. The product is: [CH3:1][C:2]([CH3:21])([CH3:20])[C@H:3]([NH:9][C:10](=[O:19])[O:11][CH2:12][C:13]1[CH:18]=[CH:17][CH:16]=[CH:15][CH:14]=1)[C:4]1[N:5]=[N:6][N:7]([CH3:22])[N:8]=1.[CH3:1][C:2]([CH3:21])([CH3:20])[C@H:3]([NH:9][C:10](=[O:19])[O:11][CH2:12][C:13]1[CH:18]=[CH:17][CH:16]=[CH:15][CH:14]=1)[C:4]1[N:8]([CH3:22])[N:7]=[N:6][N:5]=1. (5) Given the reactants [Br-].[Al+3].[Br-].[Br-].[Cl:5][C:6]1[CH:7]=[CH:8][C:9]([O:20][C:21]2[CH:26]=[CH:25][CH:24]=[CH:23][CH:22]=2)=[C:10]([CH:12]2[C:16](=O)[CH2:15][N:14]([CH3:18])[C:13]2=[O:19])[CH:11]=1.O.Cl, predict the reaction product. The product is: [Cl:5][C:6]1[CH:7]=[CH:8][C:9]2[O:20][C:21]3[CH:26]=[CH:25][CH:24]=[CH:23][C:22]=3[C:16]3[CH2:15][N:14]([CH3:18])[C:13](=[O:19])[C:12]=3[C:10]=2[CH:11]=1. (6) Given the reactants [CH2:1]([O:3][C:4](=[O:19])[C:5](=O)[CH2:6][C:7]1[CH:12]=[C:11]([C:13]#[N:14])[CH:10]=[CH:9][C:8]=1[N+:15]([O-])=O)[CH3:2].[H][H], predict the reaction product. The product is: [CH2:1]([O:3][C:4]([C:5]1[NH:15][C:8]2[C:7]([CH:6]=1)=[CH:12][C:11]([C:13]#[N:14])=[CH:10][CH:9]=2)=[O:19])[CH3:2]. (7) Given the reactants [NH2:1][CH2:2][CH2:3][CH2:4][CH2:5][N:6]1[C:18]2[C:17]3[CH:16]=[CH:15][CH:14]=[CH:13][C:12]=3[N:11]=[C:10]([NH2:19])[C:9]=2[N:8]=[CH:7]1.[CH2:20]([S:25][C:26]1[C:31]([C:32](Cl)=[O:33])=[CH:30][CH:29]=[CH:28][N:27]=1)[CH2:21][CH2:22][CH2:23][CH3:24], predict the reaction product. The product is: [NH2:19][C:10]1[C:9]2[N:8]=[CH:7][N:6]([CH2:5][CH2:4][CH2:3][CH2:2][NH:1][C:32](=[O:33])[C:31]3[CH:30]=[CH:29][CH:28]=[N:27][C:26]=3[S:25][CH2:20][CH2:21][CH2:22][CH2:23][CH3:24])[C:18]=2[C:17]2[CH:16]=[CH:15][CH:14]=[CH:13][C:12]=2[N:11]=1.